Dataset: M1 muscarinic receptor antagonist screen with 61,756 compounds. Task: Binary Classification. Given a drug SMILES string, predict its activity (active/inactive) in a high-throughput screening assay against a specified biological target. (1) The compound is O=c1[nH]c(=O)n(c2nc(N3CCC(CC3)C)n(CCCCCC)c12)C. The result is 0 (inactive). (2) The drug is OC(=O)Cn1c2c(nc1c1ccccc1)cccc2. The result is 0 (inactive). (3) The drug is Clc1c(C2C(=CN(C=C2C(OC)=O)C)C(OC)=O)cccc1. The result is 0 (inactive). (4) The compound is Clc1c(C(=O)Nn2c(=O)c3c(nc2)cccc3)ccc(F)c1. The result is 0 (inactive). (5) The result is 0 (inactive). The drug is O(CC(NCc1c(cccc1)C)C)C.